This data is from HIV replication inhibition screening data with 41,000+ compounds from the AIDS Antiviral Screen. The task is: Binary Classification. Given a drug SMILES string, predict its activity (active/inactive) in a high-throughput screening assay against a specified biological target. (1) The compound is CCCC(O)S(=O)(=O)O. The result is 0 (inactive). (2) The result is 0 (inactive). The molecule is CCN1CC2(C)CCC(OC)C34C5CC6C(OC)CC(OC)(C5C6OCc5ccccc5)C(C(OC(C)=O)C23)C14. (3) The molecule is CC12CCC(O)CC1=CCC1C2CCC2(C)C1CC1=CC(C#N)C(=O)NC12O. The result is 0 (inactive). (4) The result is 0 (inactive). The compound is COC(=O)CCC(C)C1CCC2C3CCC4CC(COS(=O)(=O)c5ccc(C)cc5)CCC4(C)C3CCC12C. (5) The molecule is CC12CCC(c3sc(N)c(C#N)c31)C2(C)C. The result is 0 (inactive).